Dataset: Retrosynthesis with 50K atom-mapped reactions and 10 reaction types from USPTO. Task: Predict the reactants needed to synthesize the given product. Given the product CCn1cc(C(=O)O)c(=O)c2c1CCCC2=O, predict the reactants needed to synthesize it. The reactants are: CCOC(=O)c1cn(CC)c2c(c1=O)C(=O)CCC2.